From a dataset of Reaction yield outcomes from USPTO patents with 853,638 reactions. Predict the reaction yield, written as a fraction of the theoretical maximum amount of product (1.0 means a 100% yield; for example, 0.34 means a 34% yield). (1) The reactants are [CH2:1]([OH:4])[CH2:2][OH:3].[H-].[Na+].Br[CH2:8][C:9]1[CH:16]=[CH:15][C:12]([C:13]#[N:14])=[CH:11][CH:10]=1.O. The catalyst is C1COCC1.[N+](CCCC)(CCCC)(CCCC)CCCC.[I-].CCOC(C)=O. The product is [OH:3][CH2:2][CH2:1][O:4][CH2:8][C:9]1[CH:16]=[CH:15][C:12]([C:13]#[N:14])=[CH:11][CH:10]=1. The yield is 0.360. (2) The reactants are C(O[C@@H:5]1[O:22][C@H:21]([CH2:23][O:24][C:25](=[O:27])[CH3:26])[C@@H:16]([O:17][C:18](=[O:20])[CH3:19])[C@H:11]([O:12][C:13](=[O:15])[CH3:14])[C@H:6]1[O:7][C:8](=[O:10])[CH3:9])(=O)C.[CH3:28][C:29]1[CH:34]=[CH:33][C:32]([C:35]([CH3:38])([CH3:37])[CH3:36])=[CH:31][C:30]=1[SH:39].B(F)(F)F.CCOCC. The catalyst is C(Cl)Cl. The product is [C:8]([O:7][C@@H:6]1[C@@H:11]([O:12][C:13](=[O:15])[CH3:14])[C@H:16]([O:17][C:18](=[O:20])[CH3:19])[C@@H:21]([CH2:23][O:24][C:25](=[O:27])[CH3:26])[O:22][C@H:5]1[S:39][C:30]1[CH:31]=[C:32]([C:35]([CH3:37])([CH3:36])[CH3:38])[CH:33]=[CH:34][C:29]=1[CH3:28])(=[O:10])[CH3:9]. The yield is 0.850. (3) The reactants are [CH3:1][C:2]1[CH:3]=[C:4]([C:9]2[CH:10]=[CH:11][C:12]([N:15]3[CH2:21][CH2:20][CH2:19][N:18]([C:22]4[CH:27]=[CH:26][C:25]([C:28]5[CH:33]=[C:32]([CH3:34])[CH:31]=[C:30]([CH3:35])[CH:29]=5)=[CH:24][N:23]=4)[CH2:17][CH2:16]3)=[N:13][CH:14]=2)[CH:5]=[C:6]([CH3:8])[CH:7]=1.[CH3:36][S:37]([OH:40])(=[O:39])=[O:38]. The catalyst is CO. The product is [CH3:36][S:37]([OH:40])(=[O:39])=[O:38].[CH3:36][S:37]([OH:40])(=[O:39])=[O:38].[CH3:8][C:6]1[CH:5]=[C:4]([C:9]2[CH:10]=[CH:11][C:12]([N:15]3[CH2:21][CH2:20][CH2:19][N:18]([C:22]4[CH:27]=[CH:26][C:25]([C:28]5[CH:33]=[C:32]([CH3:34])[CH:31]=[C:30]([CH3:35])[CH:29]=5)=[CH:24][N:23]=4)[CH2:17][CH2:16]3)=[N:13][CH:14]=2)[CH:3]=[C:2]([CH3:1])[CH:7]=1. The yield is 0.860. (4) The reactants are [C:1]1(B(O)O)[CH:6]=[CH:5][CH:4]=[CH:3][CH:2]=1.[F-].[K+].Cl[C:13]1[CH:18]=[CH:17][C:16]([O:19][CH3:20])=[CH:15][CH:14]=1. The catalyst is C([O-])(=O)C.[Pd+2].C([O-])(=O)C.C(P(C(C)(C)C)C1C=CC=CC=1C1C=CC=CC=1)(C)(C)C.C1COCC1. The product is [CH3:20][O:19][C:16]1[CH:17]=[CH:18][C:13]([C:1]2[CH:6]=[CH:5][CH:4]=[CH:3][CH:2]=2)=[CH:14][CH:15]=1. The yield is 0.960.